This data is from Full USPTO retrosynthesis dataset with 1.9M reactions from patents (1976-2016). The task is: Predict the reactants needed to synthesize the given product. (1) Given the product [Cl:19][C:14]1[CH:15]=[CH:16][CH:17]=[CH:18][C:13]=1[S:10]([N:9]([CH2:20][CH:21]([CH3:23])[CH3:22])[CH2:8][C:6]1[CH:5]=[CH:4][N:3]=[C:2]([C:32]2[CH:31]=[CH:30][CH:29]=[C:28]([S:25]([CH3:24])(=[O:27])=[O:26])[CH:33]=2)[CH:7]=1)(=[O:12])=[O:11], predict the reactants needed to synthesize it. The reactants are: Br[C:2]1[CH:7]=[C:6]([CH2:8][N:9]([CH2:20][CH:21]([CH3:23])[CH3:22])[S:10]([C:13]2[CH:18]=[CH:17][CH:16]=[CH:15][C:14]=2[Cl:19])(=[O:12])=[O:11])[CH:5]=[CH:4][N:3]=1.[CH3:24][S:25]([C:28]1[CH:29]=[C:30](B(O)O)[CH:31]=[CH:32][CH:33]=1)(=[O:27])=[O:26].C([O-])([O-])=O.[Na+].[Na+]. (2) Given the product [NH2:2][CH:3]1[CH2:4][CH2:5][CH2:6][CH2:7][NH:8][C:9]1=[O:11], predict the reactants needed to synthesize it. The reactants are: Cl.[NH2:2][C@H:3]([C:9]([OH:11])=O)[CH2:4][CH2:5][CH2:6][CH2:7][NH2:8].[OH-].[Na+].C(O)C(O)C. (3) Given the product [Br:1][C:2]1[CH:10]=[CH:9][C:8]([I:11])=[CH:7][C:3]=1[CH:4]=[O:5], predict the reactants needed to synthesize it. The reactants are: [Br:1][C:2]1[CH:10]=[CH:9][C:8]([I:11])=[CH:7][C:3]=1[C:4](O)=[O:5].C1COCC1.B.CC(OI1(OC(C)=O)(OC(C)=O)OC(=O)C2C=CC=CC1=2)=O. (4) The reactants are: [CH3:1][O:2][C:3](=[O:31])[CH:4]([C:9]1[CH:14]=[C:13]([O:15][S:16]([C:19]([F:22])([F:21])[F:20])(=[O:18])=[O:17])[CH:12]=[C:11](OCC2C=CC=CC=2)[CH:10]=1)[CH2:5][C:6]([CH3:8])=[CH2:7].[F:32][C:33]1[CH:34]=[C:35](B(O)O)[CH:36]=[C:37]([C:39]([F:42])([F:41])[F:40])[CH:38]=1. Given the product [CH3:1][O:2][C:3](=[O:31])[CH:4]([C:9]1[CH:10]=[C:11]([C:35]2[CH:36]=[C:37]([C:39]([F:42])([F:41])[F:40])[CH:38]=[C:33]([F:32])[CH:34]=2)[CH:12]=[C:13]([O:15][S:16]([C:19]([F:22])([F:21])[F:20])(=[O:17])=[O:18])[CH:14]=1)[CH2:5][CH:6]([CH3:8])[CH3:7], predict the reactants needed to synthesize it.